Dataset: Forward reaction prediction with 1.9M reactions from USPTO patents (1976-2016). Task: Predict the product of the given reaction. Given the reactants Br[C:2]1[CH:3]=[CH:4][C:5]([F:10])=[C:6]([CH:9]=1)[C:7]#[N:8].[CH3:11][Si:12]([C:15]#[CH:16])([CH3:14])[CH3:13], predict the reaction product. The product is: [F:10][C:5]1[CH:4]=[CH:3][C:2]([C:16]#[C:15][Si:12]([CH3:14])([CH3:13])[CH3:11])=[CH:9][C:6]=1[C:7]#[N:8].